From a dataset of Full USPTO retrosynthesis dataset with 1.9M reactions from patents (1976-2016). Predict the reactants needed to synthesize the given product. Given the product [CH3:24][N:25]([CH3:26])[C:19]1[CH:18]=[CH:17][C:16]([Si:20]([CH3:23])([CH3:22])[CH3:21])=[C:3]([CH:2]=1)[C:4]([N:6]([CH2:14][CH3:15])[CH:7]([O:12][CH3:13])[C:8]([CH3:11])([CH3:10])[CH3:9])=[O:5], predict the reactants needed to synthesize it. The reactants are: Cl[C:2]1[CH:19]=[CH:18][CH:17]=[C:16]([Si:20]([CH3:23])([CH3:22])[CH3:21])[C:3]=1[C:4]([N:6]([CH2:14][CH3:15])[CH:7]([O:12][CH3:13])[C:8]([CH3:11])([CH3:10])[CH3:9])=[O:5].[CH3:24][N:25](CCN(C)C)[CH3:26].[Li]C(C)(C)C.CCCCC.BrCCBr.